This data is from Forward reaction prediction with 1.9M reactions from USPTO patents (1976-2016). The task is: Predict the product of the given reaction. (1) Given the reactants [Cl:1][C:2]1[CH:3]=[C:4]([C@@H:12]([CH2:22][CH:23]2[CH2:27][CH2:26][CH2:25][CH2:24]2)[C:13]([NH:15][C:16]2[CH:20]=[CH:19][N:18]([CH3:21])[N:17]=2)=[O:14])[CH:5]=[CH:6][C:7]=1[S:8]([CH3:11])(=[O:10])=[O:9].[C:28](Cl)(=O)[C:29](Cl)=[O:30].N1C(C)=CC=CC=1C.NC1C=CN(CCCO)N=1, predict the reaction product. The product is: [Cl:1][C:2]1[CH:3]=[C:4]([C@@H:12]([CH2:22][CH:23]2[CH2:24][CH2:25][CH2:26][CH2:27]2)[C:13]([NH:15][C:16]2[CH:20]=[CH:19][N:18]([CH2:21][CH2:28][CH2:29][OH:30])[N:17]=2)=[O:14])[CH:5]=[CH:6][C:7]=1[S:8]([CH3:11])(=[O:10])=[O:9]. (2) Given the reactants Br[C:2]1[CH:3]=[C:4]2[C:8](=[CH:9][CH:10]=1)[N:7]([CH2:11][C:12]1[CH:17]=[CH:16][C:15]([Cl:18])=[CH:14][CH:13]=1)[C:6]([CH3:19])=[C:5]2[C:20](=[O:32])[C:21]([NH:23][C:24]1[CH:29]=[CH:28][N:27]=[C:26]([O:30][CH3:31])[CH:25]=1)=[O:22].C(=O)([O-])[O-].[Cs+].[Cs+].[B-](F)(F)(F)[CH:40]=[CH2:41].[K+].C1(P(C2C=CC=CC=2)C2C=CC=CC=2)C=CC=CC=1, predict the reaction product. The product is: [Cl:18][C:15]1[CH:16]=[CH:17][C:12]([CH2:11][N:7]2[C:8]3[C:4](=[CH:3][C:2]([CH:40]=[CH2:41])=[CH:10][CH:9]=3)[C:5]([C:20](=[O:32])[C:21]([NH:23][C:24]3[CH:29]=[CH:28][N:27]=[C:26]([O:30][CH3:31])[CH:25]=3)=[O:22])=[C:6]2[CH3:19])=[CH:13][CH:14]=1. (3) Given the reactants [CH:1]1([N:5]2[CH2:11][CH2:10][C:9]3[CH:12]=[C:13]([O:16][CH:17]4CCNCC4)[CH:14]=[CH:15][C:8]=3[CH2:7][CH2:6]2)[CH2:4][CH2:3][CH2:2]1.[N:23]1([C:29]([C@@H:31]2[CH2:36][CH2:35][C@H](O)[CH2:33][CH2:32]2)=[O:30])[CH2:28][CH2:27][O:26][CH2:25][CH2:24]1, predict the reaction product. The product is: [CH:1]1([N:5]2[CH2:6][CH2:7][C:8]3[CH:15]=[CH:14][C:13]([O:16][C@H:17]4[CH2:35][CH2:36][C@H:31]([C:29]([N:23]5[CH2:24][CH2:25][O:26][CH2:27][CH2:28]5)=[O:30])[CH2:32][CH2:33]4)=[CH:12][C:9]=3[CH2:10][CH2:11]2)[CH2:2][CH2:3][CH2:4]1. (4) Given the reactants Br[C:2]1[CH:3]=[C:4]([C:8]2[C:9](=[O:18])[NH:10][C:11]3([CH2:17][CH2:16][CH2:15][CH2:14][CH2:13]3)[N:12]=2)[CH:5]=[CH:6][CH:7]=1.C([Sn](CCCC)(CCCC)[C:24]1[CH:29]=[CH:28][CH:27]=[CH:26][N:25]=1)CCC.O, predict the reaction product. The product is: [N:25]1[CH:26]=[CH:27][CH:28]=[CH:29][C:24]=1[C:2]1[CH:3]=[C:4]([C:8]2[C:9](=[O:18])[NH:10][C:11]3([CH2:17][CH2:16][CH2:15][CH2:14][CH2:13]3)[N:12]=2)[CH:5]=[CH:6][CH:7]=1.